From a dataset of Reaction yield outcomes from USPTO patents with 853,638 reactions. Predict the reaction yield, written as a fraction of the theoretical maximum amount of product (1.0 means a 100% yield; for example, 0.34 means a 34% yield). (1) The reactants are [NH2:1][CH2:2][CH:3]([OH:18])[CH2:4][N:5]1[CH2:10][CH2:9][CH:8]([CH2:11][C:12]2[CH:17]=[CH:16][CH:15]=[CH:14][CH:13]=2)[CH2:7][CH2:6]1.[OH-].[Na+].[C:21](O[C:21]([O:23][CH2:24][C:25]1[CH:30]=[CH:29][CH:28]=[CH:27][CH:26]=1)=[O:22])([O:23][CH2:24][C:25]1[CH:30]=[CH:29][CH:28]=[CH:27][CH:26]=1)=[O:22].CO.C(Cl)Cl. The catalyst is O1CCOCC1.O.CCOC(C)=O. The product is [CH2:24]([O:23][C:21](=[O:22])[NH:1][CH2:2][CH:3]([OH:18])[CH2:4][N:5]1[CH2:10][CH2:9][CH:8]([CH2:11][C:12]2[CH:13]=[CH:14][CH:15]=[CH:16][CH:17]=2)[CH2:7][CH2:6]1)[C:25]1[CH:30]=[CH:29][CH:28]=[CH:27][CH:26]=1. The yield is 0.690. (2) The reactants are [C:1]12([C:11]3[CH:30]=[CH:29][C:14]([O:15][CH2:16][C:17]4[O:18]C5C=CC(C(O)=O)=CC=5N=4)=[CH:13][CH:12]=3)[CH2:10][CH:5]3[CH2:6][CH:7]([CH2:9][CH:3]([CH2:4]3)[CH2:2]1)[CH2:8]2.N1(CCCN)CCOCC1.CN(C(ON1N=[N:56][C:51]2[CH:52]=[CH:53][CH:54]=[CH:55][C:50]1=2)=[N+](C)C)C.F[P-](F)(F)(F)(F)F.C[CH2:66][N:67]([CH:71](C)C)[CH:68]([CH3:70])C.C[N:75]([CH:77]=[O:78])C. No catalyst specified. The product is [CH3:71][N:67]([CH3:66])[CH2:68][CH2:70][NH:75][C:77]([C:53]1[CH:54]=[CH:55][C:50]2[O:18][C:17]([CH2:16][O:15][C:14]3[CH:13]=[CH:12][C:11]([C:1]45[CH2:10][CH:5]6[CH2:6][CH:7]([CH2:9][CH:3]([CH2:4]6)[CH2:2]4)[CH2:8]5)=[CH:30][CH:29]=3)=[N:56][C:51]=2[CH:52]=1)=[O:78]. The yield is 0.580. (3) The reactants are [I:1][C:2]1[C:6]([CH:7]=O)=[CH:5][N:4]([CH:9]2[CH2:14][CH2:13][CH2:12][CH2:11][O:10]2)[N:3]=1.[CH3:15][NH:16][CH2:17][CH2:18][NH:19][C:20](=[O:26])[O:21][C:22]([CH3:25])([CH3:24])[CH3:23].[BH-](OC(C)=O)(OC(C)=O)OC(C)=O.[Na+]. The catalyst is ClC(Cl)C. The product is [I:1][C:2]1[C:6]([CH2:7][N:16]([CH3:15])[CH2:17][CH2:18][NH:19][C:20](=[O:26])[O:21][C:22]([CH3:23])([CH3:24])[CH3:25])=[CH:5][N:4]([CH:9]2[CH2:14][CH2:13][CH2:12][CH2:11][O:10]2)[N:3]=1. The yield is 0.830. (4) The reactants are [CH2:1]([C:3]1[S:7][C:6]([NH:8][C:9](=[O:19])[CH2:10][CH2:11][CH2:12][C:13]2[CH:18]=[CH:17][CH:16]=[CH:15][CH:14]=2)=[C:5]([C:20]([O:22]C)=O)[CH:4]=1)[CH3:2].CN(C)C=O.[H-].[Na+].Br[CH2:32][C:33]1[CH:38]=[CH:37][C:36]([C:39]2[C:40]([C:45]#[N:46])=[CH:41][CH:42]=[CH:43][CH:44]=2)=[CH:35][CH:34]=1. The catalyst is C(OCC)(=O)C. The product is [CH2:1]([C:3]1[S:7][C:6]2[N:8]([CH2:32][C:33]3[CH:34]=[CH:35][C:36]([C:39]4[C:40]([C:45]#[N:46])=[CH:41][CH:42]=[CH:43][CH:44]=4)=[CH:37][CH:38]=3)[C:9](=[O:19])[C:10]([CH2:11][CH2:12][C:13]3[CH:14]=[CH:15][CH:16]=[CH:17][CH:18]=3)=[C:20]([OH:22])[C:5]=2[CH:4]=1)[CH3:2]. The yield is 0.220. (5) The reactants are [Br:1][C:2]1[CH:3]=[C:4]([CH:8]=[C:9]([C:11]([F:14])([F:13])[F:12])[CH:10]=1)[C:5]([OH:7])=[O:6].CN(C=O)C.C(Cl)(=O)C(Cl)=O.[CH3:26][C:27]([CH3:30])([O-])[CH3:28].[K+]. The catalyst is C(Cl)Cl.O. The product is [Br:1][C:2]1[CH:3]=[C:4]([CH:8]=[C:9]([C:11]([F:12])([F:13])[F:14])[CH:10]=1)[C:5]([O:7][C:27]([CH3:30])([CH3:28])[CH3:26])=[O:6]. The yield is 0.911. (6) The reactants are [C:1]([C:3]1[CH:30]=[CH:29][C:6]([C:7]([NH:9][NH:10][C:11](=O)[C@H:12]([NH:16][C:17]2[C:25]3[CH:24]=[CH:23][S:22][C:21]=3[C:20]([C:26]#[N:27])=[CH:19][CH:18]=2)[C@H:13]([OH:15])[CH3:14])=[O:8])=[CH:5][CH:4]=1)#[N:2].CCN(P1(N(C)CCCN1C)=NC(C)(C)C)CC.CO. The catalyst is C1COCC1. The product is [C:1]([C:3]1[CH:4]=[CH:5][C:6]([C:7]2[O:8][C:11]([C@H:12]([NH:16][C:17]3[C:25]4[CH:24]=[CH:23][S:22][C:21]=4[C:20]([C:26]#[N:27])=[CH:19][CH:18]=3)[C@H:13]([OH:15])[CH3:14])=[N:10][N:9]=2)=[CH:29][CH:30]=1)#[N:2]. The yield is 0.440. (7) The reactants are [CH3:1][O:2][C:3]1[N:8]=[CH:7][C:6](B(O)O)=[CH:5][CH:4]=1.[CH2:12]([C:14]1[CH:15]=[C:16]([CH:18]=[CH:19][CH:20]=1)[NH2:17])[CH3:13].O.O=[CH:23][C:24]([OH:26])=[O:25]. The catalyst is C(#N)C. The product is [CH2:12]([C:14]1[CH:15]=[C:16]([NH:17][CH:23]([C:6]2[CH:7]=[N:8][C:3]([O:2][CH3:1])=[CH:4][CH:5]=2)[C:24]([OH:26])=[O:25])[CH:18]=[CH:19][CH:20]=1)[CH3:13]. The yield is 0.708. (8) The reactants are [C:1]([C:5]1[S:6][CH:7]=[C:8]([C:10]2[CH:15]=[CH:14][N:13]=[C:12]([S:16][CH3:17])[N:11]=2)[N:9]=1)([CH3:4])([CH3:3])[CH3:2].[Br:18]Br. The catalyst is CC(O)=O. The product is [Br:18][C:7]1[S:6][C:5]([C:1]([CH3:4])([CH3:2])[CH3:3])=[N:9][C:8]=1[C:10]1[CH:15]=[CH:14][N:13]=[C:12]([S:16][CH3:17])[N:11]=1. The yield is 0.900.